This data is from Experimentally validated miRNA-target interactions with 360,000+ pairs, plus equal number of negative samples. The task is: Binary Classification. Given a miRNA mature sequence and a target amino acid sequence, predict their likelihood of interaction. The miRNA is mmu-miR-183-5p with sequence UAUGGCACUGGUAGAAUUCACU. The protein sequence of the target gene is MANGGGGGGGSSGGGGGGGGGSGLRMSSNIHANNLSLDASSSSSSSSSSSSSSSSSSSSSVHEPKMDALIIPVTMEVPCDSRGQRMWWAFLASSMVTFFGGLFIILLWRTLKYLWTVCCHCGGKTKEAQKINNGSSQADGTLKPVDEKEEVVAAEVGWMTSVKDWAGVMISAQTLTGRVLVVLVFALSIGALVIYFIDSSNPIESCQNFYKDFTLQIDMAFNVFFLLYFGLRFIAANDKLWFWLEVNSVVDFFTVPPVFVSVYLNRSWLGLRFLRALRLIQFSEILQFLNILKTSNSIKL.... Result: 0 (no interaction).